Predict which catalyst facilitates the given reaction. From a dataset of Catalyst prediction with 721,799 reactions and 888 catalyst types from USPTO. (1) Reactant: [Cl:1][C:2]1[CH:3]=[C:4]2[C:8](=[CH:9][CH:10]=1)[NH:7][C:6]([CH3:11])=[C:5]2[CH2:12][C:13]([C:15]1[CH:23]=[CH:22][CH:21]=[CH:20][C:16]=1[C:17](O)=[O:18])=O.[NH2:24][NH2:25]. Product: [Cl:1][C:2]1[CH:3]=[C:4]2[C:8](=[CH:9][CH:10]=1)[NH:7][C:6]([CH3:11])=[C:5]2[CH2:12][C:13]1[C:15]2[C:16](=[CH:20][CH:21]=[CH:22][CH:23]=2)[C:17](=[O:18])[NH:25][N:24]=1. The catalyst class is: 32. (2) Reactant: C(OC([N:8]1[CH2:13][CH2:12][CH:11]([CH2:14][C:15]2[CH:20]=[CH:19][C:18]([N:21]([CH3:26])[S:22]([CH3:25])(=[O:24])=[O:23])=[CH:17][CH:16]=2)[CH2:10][CH2:9]1)=O)(C)(C)C.[ClH:27]. Product: [ClH:27].[CH3:26][N:21]([S:22]([CH3:25])(=[O:24])=[O:23])[C:18]1[CH:17]=[CH:16][C:15]([CH2:14][CH:11]2[CH2:12][CH2:13][NH:8][CH2:9][CH2:10]2)=[CH:20][CH:19]=1. The catalyst class is: 13.